Dataset: NCI-60 drug combinations with 297,098 pairs across 59 cell lines. Task: Regression. Given two drug SMILES strings and cell line genomic features, predict the synergy score measuring deviation from expected non-interaction effect. (1) Drug 2: CCC1=C2CN3C(=CC4=C(C3=O)COC(=O)C4(CC)O)C2=NC5=C1C=C(C=C5)O. Cell line: OVCAR-8. Synergy scores: CSS=25.0, Synergy_ZIP=-6.87, Synergy_Bliss=-1.67, Synergy_Loewe=-28.8, Synergy_HSA=-3.45. Drug 1: CCCCCOC(=O)NC1=NC(=O)N(C=C1F)C2C(C(C(O2)C)O)O. (2) Drug 1: CC12CCC3C(C1CCC2=O)CC(=C)C4=CC(=O)C=CC34C. Drug 2: CC1OCC2C(O1)C(C(C(O2)OC3C4COC(=O)C4C(C5=CC6=C(C=C35)OCO6)C7=CC(=C(C(=C7)OC)O)OC)O)O. Cell line: SF-268. Synergy scores: CSS=47.0, Synergy_ZIP=7.75, Synergy_Bliss=8.26, Synergy_Loewe=1.73, Synergy_HSA=10.2. (3) Drug 1: CC12CCC(CC1=CCC3C2CCC4(C3CC=C4C5=CN=CC=C5)C)O. Drug 2: CC1=C2C(C(=O)C3(C(CC4C(C3C(C(C2(C)C)(CC1OC(=O)C(C(C5=CC=CC=C5)NC(=O)OC(C)(C)C)O)O)OC(=O)C6=CC=CC=C6)(CO4)OC(=O)C)OC)C)OC. Cell line: NCI-H226. Synergy scores: CSS=49.1, Synergy_ZIP=16.1, Synergy_Bliss=21.4, Synergy_Loewe=6.00, Synergy_HSA=21.0. (4) Drug 1: CC1CCC2CC(C(=CC=CC=CC(CC(C(=O)C(C(C(=CC(C(=O)CC(OC(=O)C3CCCCN3C(=O)C(=O)C1(O2)O)C(C)CC4CCC(C(C4)OC)OCCO)C)C)O)OC)C)C)C)OC. Drug 2: CC(C)CN1C=NC2=C1C3=CC=CC=C3N=C2N. Cell line: SNB-75. Synergy scores: CSS=6.06, Synergy_ZIP=-5.94, Synergy_Bliss=-6.41, Synergy_Loewe=-5.41, Synergy_HSA=-5.40. (5) Drug 1: CN1CCC(CC1)COC2=C(C=C3C(=C2)N=CN=C3NC4=C(C=C(C=C4)Br)F)OC. Drug 2: C1C(C(OC1N2C=NC3=C2NC=NCC3O)CO)O. Cell line: SR. Synergy scores: CSS=2.28, Synergy_ZIP=-2.63, Synergy_Bliss=-3.84, Synergy_Loewe=-4.32, Synergy_HSA=-3.72. (6) Drug 1: C1=NC2=C(N=C(N=C2N1C3C(C(C(O3)CO)O)F)Cl)N. Drug 2: C(CN)CNCCSP(=O)(O)O. Cell line: SK-OV-3. Synergy scores: CSS=6.53, Synergy_ZIP=-1.10, Synergy_Bliss=-0.430, Synergy_Loewe=-18.7, Synergy_HSA=-1.62. (7) Drug 1: CC12CCC3C(C1CCC2=O)CC(=C)C4=CC(=O)C=CC34C. Drug 2: CC1OCC2C(O1)C(C(C(O2)OC3C4COC(=O)C4C(C5=CC6=C(C=C35)OCO6)C7=CC(=C(C(=C7)OC)O)OC)O)O. Cell line: ACHN. Synergy scores: CSS=74.2, Synergy_ZIP=8.07, Synergy_Bliss=9.05, Synergy_Loewe=1.72, Synergy_HSA=13.6.